This data is from Forward reaction prediction with 1.9M reactions from USPTO patents (1976-2016). The task is: Predict the product of the given reaction. (1) Given the reactants [C:1]([O:9]CC)(=O)[CH2:2][C:3]([O:5][CH2:6][CH3:7])=[O:4].[H-].[Na+].[CH2:14]([N:21]1[C:26]2[N:27]=[CH:28][CH:29]=[CH:30][C:25]=2[C:24](=O)[O:23]C1=O)[C:15]1[CH:20]=[CH:19][CH:18]=[CH:17][CH:16]=1.Cl, predict the reaction product. The product is: [CH2:6]([O:5][C:3]([C:2]1[C:1](=[O:9])[N:21]([CH2:14][C:15]2[CH:20]=[CH:19][CH:18]=[CH:17][CH:16]=2)[C:26]2[C:25]([C:24]=1[OH:23])=[CH:30][CH:29]=[CH:28][N:27]=2)=[O:4])[CH3:7]. (2) Given the reactants Br[CH2:2][C:3]1[CH:8]=[C:7]([C:9]2[CH:14]=[CH:13][CH:12]=[CH:11][C:10]=2[Cl:15])[N:6]=[CH:5][N:4]=1.[Cl:16][C:17]1[CH:22]=[CH:21][C:20]([C:23]2[N:24]([CH2:29][C@H:30]([OH:35])[C:31]([F:34])([F:33])[F:32])[C:25](=[O:28])[NH:26][N:27]=2)=[CH:19][CH:18]=1, predict the reaction product. The product is: [Cl:16][C:17]1[CH:22]=[CH:21][C:20]([C:23]2[N:24]([CH2:29][C@H:30]([OH:35])[C:31]([F:33])([F:34])[F:32])[C:25](=[O:28])[N:26]([CH2:2][C:3]3[CH:8]=[C:7]([C:9]4[CH:14]=[CH:13][CH:12]=[CH:11][C:10]=4[Cl:15])[N:6]=[CH:5][N:4]=3)[N:27]=2)=[CH:19][CH:18]=1. (3) Given the reactants C[O:2][C:3](=[O:26])[CH2:4][C@H:5]1[C:9]2[CH:10]=[CH:11][C:12]([O:14][C@H:15]3[C:23]4[C:18](=[C:19]([OH:25])[CH:20]=[CH:21][C:22]=4[F:24])[CH2:17][CH2:16]3)=[CH:13][C:8]=2[O:7][CH2:6]1.F[C:28]1[CH:35]=[CH:34][C:31]([C:32]#[N:33])=[CH:30][C:29]=1[CH3:36], predict the reaction product. The product is: [C:32]([C:31]1[CH:34]=[CH:35][C:28]([O:25][C:19]2[CH:20]=[CH:21][C:22]([F:24])=[C:23]3[C:18]=2[CH2:17][CH2:16][C@H:15]3[O:14][C:12]2[CH:11]=[CH:10][C:9]3[C@H:5]([CH2:4][C:3]([OH:2])=[O:26])[CH2:6][O:7][C:8]=3[CH:13]=2)=[C:29]([CH3:36])[CH:30]=1)#[N:33]. (4) Given the reactants [C:1]([O:5][C:6]([N:8]1[CH2:12][C@@H:11]([CH2:13][NH:14][CH3:15])[C@H:10]([CH2:16][N:17]([CH:34]([CH3:36])[CH3:35])[C:18](=[O:33])[C:19]2[CH:24]=[CH:23][C:22]([O:25][CH3:26])=[C:21]([O:27][CH2:28][CH2:29][CH2:30][O:31][CH3:32])[CH:20]=2)[CH2:9]1)=[O:7])([CH3:4])([CH3:3])[CH3:2].[CH:37]1([C:40](Cl)=[O:41])[CH2:39][CH2:38]1.C(N(CC)CC)C.C([O-])(O)=O.[Na+], predict the reaction product. The product is: [C:1]([O:5][C:6]([N:8]1[CH2:9][C@@H:10]([CH2:16][N:17]([CH:34]([CH3:36])[CH3:35])[C:18](=[O:33])[C:19]2[CH:24]=[CH:23][C:22]([O:25][CH3:26])=[C:21]([O:27][CH2:28][CH2:29][CH2:30][O:31][CH3:32])[CH:20]=2)[C@H:11]([CH2:13][N:14]([C:40]([CH:37]2[CH2:39][CH2:38]2)=[O:41])[CH3:15])[CH2:12]1)=[O:7])([CH3:3])([CH3:4])[CH3:2]. (5) Given the reactants C1COCC1.[CH2:6]([N:8]1[CH:13]=[CH:12][C:11]([C@@H:14]2[CH2:19][CH2:18][N:17]([C:20]([O:22][C:23]([CH3:26])([CH3:25])[CH3:24])=[O:21])[CH2:16][C@H:15]2[C:27]([O:29]CC)=[O:28])=[CH:10][C:9]1=[O:32])[CH3:7].[OH-].[Li+], predict the reaction product. The product is: [CH3:24][C:23]([O:22][C:20]([N:17]1[CH2:18][CH2:19][C@@H:14]([C:11]2[CH:12]=[CH:13][N:8]([CH2:6][CH3:7])[C:9](=[O:32])[CH:10]=2)[C@H:15]([C:27]([OH:29])=[O:28])[CH2:16]1)=[O:21])([CH3:25])[CH3:26].